From a dataset of Experimentally validated miRNA-target interactions with 360,000+ pairs, plus equal number of negative samples. Binary Classification. Given a miRNA mature sequence and a target amino acid sequence, predict their likelihood of interaction. (1) The miRNA is mmu-miR-767 with sequence UGCACCAUGGUUGUCUGAGCA. The protein sequence of the target gene is MSLTSWFLVSSGGTRHRLPREMIFVGRDDCELMLQSRSVDKQHAVINYDASMDEHLVKDLGSLNGTFVNDVRIPEQTYITLKLEDKLRFGYDTNLFTVVRGEMRVPEEALKHEKFTIQLQLSQKSSESELPKSASAKGTDSKVEAAAEVQPRATEALKSEEKPMDVSAMPRGTPLYGQPSWWGDAEEDEQRAFKANGKPEGKSQEAGASGCSTEAKHVEGQSAAASEEALFPFCREPSYFEIPTKEFQQPSQIAESTIHEIPTKDTPSSHTAGAGHASFTIEFDDSTPGKVTIRDHVTKF.... Result: 0 (no interaction). (2) The miRNA is hsa-miR-6717-5p with sequence AGGCGAUGUGGGGAUGUAGAGA. The protein sequence of the target gene is MEQEDNQGVCEYQTSEDRGMDSDLENSEDREGDPEERGMGSNPWDTEDRGHLEQEVDSNPQDDDLRGDSRERDRASTVCSEGRLSEEERAILREEEDDQPGVADMALFPGLSESDSISRSPRGEEDEEEEDEEEESAGENRLIEEEDPLPTPVLPWRRHLSLGGRHRGDKPAHRRFHRLHHPMAMDLGELDSLMASIMDAPTICPDCGESFSPGAAFLQHQRIHRLAEAAAVASLEPFGLAGECGGVVGMMGMGMGVGMGVAGGFGAGPTLARPPREKPFRCGECGKGFSRNTYLTNHLR.... Result: 0 (no interaction). (3) The miRNA is hsa-miR-6514-3p with sequence CUGCCUGUUCUUCCACUCCAG. The protein sequence of the target gene is MALARPGTPDPQALASVLLLLLWAPALSLLAGTVPSEPPSACASDPCAPGTECQATESGGYTCGPMEPRGCATQPCHHGALCVPQGPDPTGFRCYCVPGFQGPRCELDIDECASRPCHHGATCRNLADRYECHCPLGYAGVTCEMEVDECASAPCLHGGSCLDGVGSFRCVCAPGYGGTRCQLDLDECQSQPCAHGGTCHDLVNGFRCDCAGTGYEGTHCEREVLECASAPCEHNASCLEGLGSFRCLCWPGYSGELCEVDEDECASSPCQHGGRCLQRSDPALYGGVQAAFPGAFSFRH.... Result: 0 (no interaction). (4) The miRNA is hsa-miR-4722-5p with sequence GGCAGGAGGGCUGUGCCAGGUUG. The protein sequence of the target gene is MVMEKPSPLLVGREFVRQYYTLLNQAPDMLHRFYGKNSSYVHGGLDSNGKPADAVYGQKEIHRKVMSQNFTNCHTKIRHVDAHATLNDGVVVQVMGLLSNNNQALRRFMQTFVLAPEGSVANKFYVHNDIFRYQDEVFGGFVTEPQEESEEEVEEPEERQQTPEVVPDDSGTFYDQAVVSNDMEEHLEEPVAEPEPDPEPEPEQEPVSEIQEEKPEPVLEETAPEDAQKSSSPAPADIAQTVQEDLRTFSWASVTSKNLPPSGAVPVTGIPPHVVKVPASQPRPESKPESQIPPQRPQRD.... Result: 1 (interaction). (5) The miRNA is mmu-miR-3102-5p with sequence GUGAGUGGCCAGGGUGGGGCUG. The protein sequence of the target gene is MTSSVSFASFRFPWLLKTFVLMVGLATVAFMVRKVSLTTDFSTFKPKFPEPARVDPVLKLLPEEHLRKLFTYSDIWLFPKNQCDCNSGKLRMKYKFQDAYNQKDLPAVNARRQAEFEHFQRREGLPRPPPLLAPPNLPFGYPVHGVEVMPLHTILIPGLQYEGPDAPVYEVILKASLGTLNTLADVPDDEVQGRGQRQLTISTRHRKVLNFILQHVTYTSTEYYLHKVDTVSMEYESSVAKFPVTIKQQTVPKLYDPGPERKIRNLVTIATKTFLRPHKLKILLQSIRKYYPDITVIVAD.... Result: 1 (interaction). (6) The miRNA is hsa-miR-551a with sequence GCGACCCACUCUUGGUUUCCA. The protein sequence of the target gene is MGNRSTADADGLLAGRGPAAGASAGASAGLAGQGAAALVGGVLLIGAVLAGNSLVCVSVATERALQTPTNSFIVSLAAADLLLALLVLPLFVYSEVQGGAWLLSPRLCDALMAMDVMLCTASIFNLCAISVDRFVAVAVPLRYNRQGGSRRQLLLIGATWLLSAAVAAPVLCGLNDVRGRDPAVCRLEDRDYVVYSSVCSFFLPCPLMLLLYWATFRGLQRWEVARRAKLHGRAPRRPSGPGPPSPTPPAPRLPQDPCGPDCAPPAPGLPRGPCGPDCAPAAPSLPQDPCGPDCAPPAPG.... Result: 0 (no interaction). (7) The protein sequence of the target gene is MGLPGLFCLAVLAASSFSKAREEEITPVVSIAYKVLEVFPKGRWVLITCCAPQPPPPITYSLCGTKNIKVAKKVVKTHEPASFNLNVTLKSSPDLLTYFCWASSTSGAHVDSARLQMHWELWSKPVSELRANFTLQDRGAGPRVEMICQASSGSPPITNSLIGKDGQVHLQQRPCHRQPANFSFLPSQTSDWFWCQAANNANVQHSALTVVPPGGDQKMEDWQGPLESPILALPLYRSTRRLSEEEFGGFRIGNGEVRGRKAAAM. Result: 0 (no interaction). The miRNA is hsa-miR-16-1-3p with sequence CCAGUAUUAACUGUGCUGCUGA.